From a dataset of Forward reaction prediction with 1.9M reactions from USPTO patents (1976-2016). Predict the product of the given reaction. (1) The product is: [I:11][C:12]1[CH:19]=[CH:18][C:15]([CH:16]=[N:10][C@@H:8]([CH3:9])[CH2:7][C:1]2[CH:6]=[CH:5][CH:4]=[CH:3][CH:2]=2)=[CH:14][CH:13]=1. Given the reactants [C:1]1([CH2:7][C@@H:8]([NH2:10])[CH3:9])[CH:6]=[CH:5][CH:4]=[CH:3][CH:2]=1.[I:11][C:12]1[CH:19]=[CH:18][C:15]([CH:16]=O)=[CH:14][CH:13]=1.[O-]S([O-])(=O)=O.[Mg+2], predict the reaction product. (2) Given the reactants Cl.[F:2][C:3]1[CH:4]=[CH:5][C:6]([N+:18]([O-:20])=[O:19])=[C:7]([CH:17]=1)[O:8][C@@H:9]1[CH2:14][CH2:13][C@H:12]([NH:15][CH3:16])[CH2:11][CH2:10]1.[CH3:21][S:22](Cl)(=[O:24])=[O:23], predict the reaction product. The product is: [F:2][C:3]1[CH:4]=[CH:5][C:6]([N+:18]([O-:20])=[O:19])=[C:7]([CH:17]=1)[O:8][C@@H:9]1[CH2:14][CH2:13][C@H:12]([N:15]([CH3:16])[S:22]([CH3:21])(=[O:24])=[O:23])[CH2:11][CH2:10]1. (3) Given the reactants [Br:1][C:2]1[CH:14]=[C:13]([F:15])[C:5]([O:6][CH2:7][C:8]2([CH2:11][OH:12])[CH2:10][CH2:9]2)=[C:4]([F:16])[CH:3]=1.[CH3:17][S:18](Cl)(=[O:20])=[O:19].O, predict the reaction product. The product is: [CH3:17][S:18]([O:12][CH2:11][C:8]1([CH2:7][O:6][C:5]2[C:13]([F:15])=[CH:14][C:2]([Br:1])=[CH:3][C:4]=2[F:16])[CH2:10][CH2:9]1)(=[O:20])=[O:19]. (4) Given the reactants [CH3:1][O:2][C:3]1[CH:8]=[CH:7][CH:6]=[C:5]([NH2:9])[CH:4]=1.C(OC[CH2:18][CH2:19][CH3:20])(=O)CC(C)=O.[CH3:21][C:22]([OH:24])=[O:23].[C:25](O[BH-](OC(=O)C)OC(=O)C)(=O)[CH3:26].[Na+].[CH2:39](Cl)Cl, predict the reaction product. The product is: [CH3:1][O:2][C:3]1[CH:4]=[C:5]([NH:9][CH:25]([CH3:26])[CH2:21][C:22]([O:24][C:19]([CH3:18])([CH3:20])[CH3:39])=[O:23])[CH:6]=[CH:7][CH:8]=1. (5) Given the reactants Br[C:2]1[CH:3]=[CH:4][C:5]2=[C:6]([CH:29]=1)[N:7]=[C:8]([NH:21][C:22](=[O:28])[O:23][C:24]([CH3:27])([CH3:26])[CH3:25])[CH2:9][C:10]([C:12](=[O:20])[N:13]([CH2:17][CH2:18][CH3:19])[CH2:14][CH2:15][CH3:16])=[CH:11]2.[OH:30][C:31]1[CH:36]=[CH:35][C:34](B(O)O)=[CH:33][CH:32]=1.CN(C)C(C1C=CC(C2C=CC3=C(C=2)N=C(NC(=O)OC(C)(C)C)CC(C(=O)N(CCC)CCC)=C3)=CC=1)=O.C([O-])([O-])=O.[Na+].[Na+].O.[K].[K].C1(P(C2C=CC(S(O)(=O)=O)=CC=2)C2C=CC(S(O)(=O)=O)=CC=2)C=CC=CC=1.N#N.CN(C)C(C1C=CC(B(O)O)=CC=1)=O, predict the reaction product. The product is: [CH2:14]([N:13]([CH2:17][CH2:18][CH3:19])[C:12]([C:10]1=[CH:11][C:5]2[CH:4]=[CH:3][C:2]([C:34]3[CH:35]=[CH:36][C:31]([OH:30])=[CH:32][CH:33]=3)=[CH:29][C:6]=2[N:7]=[C:8]([NH:21][C:22](=[O:28])[O:23][C:24]([CH3:27])([CH3:26])[CH3:25])[CH2:9]1)=[O:20])[CH2:15][CH3:16].